Predict the reaction yield, written as a fraction of the theoretical maximum amount of product (1.0 means a 100% yield; for example, 0.34 means a 34% yield). From a dataset of Reaction yield outcomes from USPTO patents with 853,638 reactions. (1) The reactants are [C:1]([O:5][C:6]([N:8]([CH2:31][CH2:32][C:33]([F:36])([F:35])[F:34])[C:9]1[C:10]2[N:11]([C:17]([C:20]3[CH:29]=[CH:28][C:23]([C:24]([O:26][CH3:27])=[O:25])=[C:22]([CH3:30])[CH:21]=3)=[CH:18][N:19]=2)[CH:12]=[C:13]([CH:15]=[CH2:16])[CH:14]=1)=[O:7])([CH3:4])([CH3:3])[CH3:2]. The catalyst is C(O)C.[Pd]. The product is [C:1]([O:5][C:6]([N:8]([CH2:31][CH2:32][C:33]([F:35])([F:36])[F:34])[C:9]1[C:10]2[N:11]([C:17]([C:20]3[CH:29]=[CH:28][C:23]([C:24]([O:26][CH3:27])=[O:25])=[C:22]([CH3:30])[CH:21]=3)=[CH:18][N:19]=2)[CH:12]=[C:13]([CH2:15][CH3:16])[CH:14]=1)=[O:7])([CH3:2])([CH3:3])[CH3:4]. The yield is 0.800. (2) The reactants are Br.C(OC([N:12]1[CH2:17][CH2:16][N:15]([CH2:18][CH2:19][NH:20][C:21]([C:23]2[C:24]3[N:31]([CH2:32][CH3:33])[C:30]([C:34]4[C:38]([NH2:39])=[N:37][O:36][N:35]=4)=[N:29][C:25]=3[CH:26]=[N:27][CH:28]=2)=[O:22])[CH2:14][CH2:13]1)=O)C1C=CC=CC=1.[Cl:40]CCl. No catalyst specified. The product is [ClH:40].[ClH:40].[N:15]1([CH2:18][CH2:19][NH:20][C:21]([C:23]2[C:24]3[N:31]([CH2:32][CH3:33])[C:30]([C:34]4[C:38]([NH2:39])=[N:37][O:36][N:35]=4)=[N:29][C:25]=3[CH:26]=[N:27][CH:28]=2)=[O:22])[CH2:16][CH2:17][NH:12][CH2:13][CH2:14]1. The yield is 0.210. (3) The reactants are N[C:2]1[CH:9]=[C:8]([C:10]([F:13])([F:12])[F:11])[C:7]([O:14][CH2:15][C:16]([F:19])([F:18])[F:17])=[CH:6][C:3]=1[C:4]#[N:5].N(OCCC(C)C)=O. The catalyst is C1COCC1.CC(OC)(C)C. The product is [F:17][C:16]([F:18])([F:19])[CH2:15][O:14][C:7]1[CH:6]=[C:3]([CH:2]=[CH:9][C:8]=1[C:10]([F:13])([F:11])[F:12])[C:4]#[N:5]. The yield is 0.790. (4) The reactants are [Br:1][C:2]1[CH:6]=[C:5](Br)[S:4][C:3]=1[CH:8]=[O:9].[CH:10]1([CH2:13][NH:14][CH2:15][CH2:16][CH3:17])[CH2:12][CH2:11]1.C(N(CC)CC)C. The catalyst is O. The product is [Br:1][C:2]1[CH:6]=[C:5]([N:14]([CH2:13][CH:10]2[CH2:12][CH2:11]2)[CH2:15][CH2:16][CH3:17])[S:4][C:3]=1[CH:8]=[O:9]. The yield is 0.460. (5) The reactants are [CH2:1]1[C:10]2[C:5](=[CH:6][CH:7]=[CH:8][CH:9]=2)[CH2:4][CH2:3][NH:2]1.[F-].[K+].[N+](C1C=C(S(O[CH2:26][C@@H:27]2[CH2:29][O:28]2)(=O)=O)C=CC=1)([O-])=O. The catalyst is C1COCC1. The product is [O:28]1[CH2:29][C@H:27]1[CH2:26][N:2]1[CH2:3][CH2:4][C:5]2[C:10](=[CH:9][CH:8]=[CH:7][CH:6]=2)[CH2:1]1. The yield is 0.530. (6) The reactants are C(=O)([O-])[O-].[K+].[K+].Cl[C:8]1[CH:13]=[CH:12][C:11]([C:14]([F:17])([F:16])[F:15])=[CH:10][N:9]=1.[CH3:18][O:19][N:20]=[C:21]([C:29]1[O:30][CH2:31][CH2:32][N:33]=1)[C:22]1[CH:27]=[CH:26][CH:25]=[CH:24][C:23]=1[OH:28].[OH-].[Na+]. The catalyst is CN(C=O)C. The product is [CH3:18][O:19][N:20]=[C:21]([C:29]1[O:30][CH2:31][CH2:32][N:33]=1)[C:22]1[CH:27]=[CH:26][CH:25]=[CH:24][C:23]=1[O:28][C:8]1[CH:13]=[CH:12][C:11]([C:14]([F:17])([F:16])[F:15])=[CH:10][N:9]=1. The yield is 0.521. (7) The reactants are [CH3:1][S:2]([C:5]1[CH:10]=[CH:9][C:8]([CH:11]([CH2:16][CH:17]2[CH2:21][CH2:20][CH2:19][O:18]2)[C:12]([O:14]C)=[O:13])=[CH:7][CH:6]=1)(=[O:4])=[O:3].[OH-].[Na+].Cl. The catalyst is CO. The product is [CH3:1][S:2]([C:5]1[CH:6]=[CH:7][C:8]([CH:11]([CH2:16][CH:17]2[CH2:21][CH2:20][CH2:19][O:18]2)[C:12]([OH:14])=[O:13])=[CH:9][CH:10]=1)(=[O:4])=[O:3]. The yield is 0.910.